From a dataset of Full USPTO retrosynthesis dataset with 1.9M reactions from patents (1976-2016). Predict the reactants needed to synthesize the given product. Given the product [C:9]1([N:15]2[CH:19]=[CH:18][CH:17]=[C:16]2[P:35]([C:37]23[CH2:38][CH:39]4[CH2:40][CH:41]([CH2:42][CH:43]([CH2:45]4)[CH2:44]2)[CH2:46]3)[C:25]23[CH2:26][CH:27]4[CH2:33][CH:31]([CH2:30][CH:29]([CH2:28]4)[CH2:34]2)[CH2:32]3)[CH:14]=[CH:13][CH:12]=[CH:11][CH:10]=1, predict the reactants needed to synthesize it. The reactants are: CN(CCN(C)C)C.[C:9]1([N:15]2[CH:19]=[CH:18][CH:17]=[CH:16]2)[CH:14]=[CH:13][CH:12]=[CH:11][CH:10]=1.C([Li])CCC.[C:25]12([P:35]([C:37]34[CH2:46][CH:41]5[CH2:42][CH:43]([CH2:45][CH:39]([CH2:40]5)[CH2:38]3)[CH2:44]4)Cl)[CH2:34][CH:29]3[CH2:30][CH:31]([CH2:33][CH:27]([CH2:28]3)[CH2:26]1)[CH2:32]2.